This data is from Reaction yield outcomes from USPTO patents with 853,638 reactions. The task is: Predict the reaction yield, written as a fraction of the theoretical maximum amount of product (1.0 means a 100% yield; for example, 0.34 means a 34% yield). (1) The reactants are II.[C:3]([O:7][C:8]([NH:10][C@@H:11]([CH2:16]I)[C:12]([O:14][CH3:15])=[O:13])=[O:9])([CH3:6])([CH3:5])[CH3:4].Br[C:19]1[CH:24]=[CH:23][C:22]([C:25]2[N:26]=[C:27]([C:30]3[CH:35]=[CH:34][C:33]([O:36][CH2:37][CH2:38][CH2:39][CH2:40][CH2:41][CH2:42][CH3:43])=[CH:32][CH:31]=3)[O:28][CH:29]=2)=[CH:21][CH:20]=1.C1COCC1. The product is [C:3]([O:7][C:8]([NH:10][C@@H:11]([CH2:16][C:19]1[CH:20]=[CH:21][C:22]([C:25]2[N:26]=[C:27]([C:30]3[CH:31]=[CH:32][C:33]([O:36][CH2:37][CH2:38][CH2:39][CH2:40][CH2:41][CH2:42][CH3:43])=[CH:34][CH:35]=3)[O:28][CH:29]=2)=[CH:23][CH:24]=1)[C:12]([O:14][CH3:15])=[O:13])=[O:9])([CH3:6])([CH3:5])[CH3:4]. The catalyst is CN(C=O)C.[Zn].C1(P(C2CCCCC2)C2C=CC=CC=2C2C(OC)=CC=CC=2OC)CCCCC1. The yield is 0.650. (2) The reactants are Cl[C:2]1[N:7]=[CH:6][C:5]([O:8][CH2:9][CH:10]2[CH2:15][CH2:14][N:13]([CH2:16][C:17]([CH2:21][CH3:22])([F:20])[CH2:18][CH3:19])[CH2:12][CH2:11]2)=[CH:4][N:3]=1.[CH3:23][O:24][C:25]([C:27]1[CH:32]=[CH:31][C:30](B(O)O)=[CH:29][CH:28]=1)=[O:26].C([O-])([O-])=O.[Cs+].[Cs+]. The catalyst is C1C=CC(P(C2C=CC=CC=2)[C-]2C=CC=C2)=CC=1.C1C=CC(P(C2C=CC=CC=2)[C-]2C=CC=C2)=CC=1.Cl[Pd]Cl.[Fe+2].COCCOC. The product is [CH2:18]([C:17]([F:20])([CH2:21][CH3:22])[CH2:16][N:13]1[CH2:14][CH2:15][CH:10]([CH2:9][O:8][C:5]2[CH:4]=[N:3][C:2]([C:30]3[CH:31]=[CH:32][C:27]([C:25]([O:24][CH3:23])=[O:26])=[CH:28][CH:29]=3)=[N:7][CH:6]=2)[CH2:11][CH2:12]1)[CH3:19]. The yield is 0.760. (3) The reactants are [Cl:1][C:2]1[CH:3]=[C:4]([S:8]([NH:11][CH2:12][C:13]2[O:14][CH:15]=[C:16]([OH:20])[C:17](=[O:19])[CH:18]=2)(=[O:10])=[O:9])[CH:5]=[CH:6][CH:7]=1.[OH:21][C:22]1C(=O)C=C(CNS(C2C=CC=CC=2)(=O)=O)OC=1CO. No catalyst specified. The product is [Cl:1][C:2]1[CH:3]=[C:4]([S:8]([NH:11][CH2:12][C:13]2[O:14][C:15]([CH2:22][OH:21])=[C:16]([OH:20])[C:17](=[O:19])[CH:18]=2)(=[O:10])=[O:9])[CH:5]=[CH:6][CH:7]=1. The yield is 0.475. (4) The reactants are [C:1]([OH:4])(=[O:3])[CH3:2].C([N:7]([CH2:10][CH3:11])CC)C.Cl[C:13]1[CH:14]=[C:15]([CH2:20][C:21](=[O:23])[CH3:22])[CH:16]=[CH:17]C=1Cl. No catalyst specified. The product is [C:10]([C:11]1[CH:17]=[CH:16][C:15]([CH2:20][C:21](=[O:23])[CH2:22][O:3][C:1](=[O:4])[CH3:2])=[CH:14][CH:13]=1)#[N:7]. The yield is 0.250.